From a dataset of Reaction yield outcomes from USPTO patents with 853,638 reactions. Predict the reaction yield, written as a fraction of the theoretical maximum amount of product (1.0 means a 100% yield; for example, 0.34 means a 34% yield). The reactants are C[O:2][C:3]([C:5]1[CH:22]=[C:21]2[C:8]([S:9](=[O:25])(=[O:24])[NH:10][C:11]3[C:20]2=[CH:19][C:18]([Cl:23])=[C:17]2[C:12]=3[N:13]=[CH:14][CH:15]=[CH:16]2)=[CH:7][CH:6]=1)=[O:4].[Li+].[OH-].CO.O. The catalyst is C1COCC1. The product is [Cl:23][C:18]1[CH:19]=[C:20]2[C:11](=[C:12]3[C:17]=1[CH:16]=[CH:15][CH:14]=[N:13]3)[NH:10][S:9](=[O:25])(=[O:24])[C:8]1[C:21]2=[CH:22][C:5]([C:3]([OH:4])=[O:2])=[CH:6][CH:7]=1. The yield is 0.890.